Task: Regression. Given two drug SMILES strings and cell line genomic features, predict the synergy score measuring deviation from expected non-interaction effect.. Dataset: Merck oncology drug combination screen with 23,052 pairs across 39 cell lines Drug 1: O=P1(N(CCCl)CCCl)NCCCO1. Drug 2: COC1CC2CCC(C)C(O)(O2)C(=O)C(=O)N2CCCCC2C(=O)OC(C(C)CC2CCC(OP(C)(C)=O)C(OC)C2)CC(=O)C(C)C=C(C)C(O)C(OC)C(=O)C(C)CC(C)C=CC=CC=C1C. Cell line: CAOV3. Synergy scores: synergy=15.5.